From a dataset of Full USPTO retrosynthesis dataset with 1.9M reactions from patents (1976-2016). Predict the reactants needed to synthesize the given product. (1) Given the product [CH2:9]([O:16][C:2]1[CH:7]=[CH:6][C:5]([Br:8])=[CH:4][N:3]=1)[C:10]1[CH:15]=[CH:14][CH:13]=[CH:12][CH:11]=1, predict the reactants needed to synthesize it. The reactants are: Br[C:2]1[CH:7]=[CH:6][C:5]([Br:8])=[CH:4][N:3]=1.[CH2:9]([OH:16])[C:10]1[CH:15]=[CH:14][CH:13]=[CH:12][CH:11]=1.[K]. (2) The reactants are: [OH:1][C:2]1[CH:20]=[C:19]([OH:21])[CH:18]=[CH:17][C:3]=1[C:4]([C:6]1[CH:7]=[C:8]2[C:13](=[CH:14][CH:15]=1)[O:12][C:11](=[O:16])[CH2:10][CH2:9]2)=[O:5].[O:22]1[CH:27]=[CH:26][CH2:25][CH2:24][CH2:23]1.C1(C)C=CC(S([O-])(=O)=O)=CC=1.[NH+]1C=CC=CC=1.C(=O)([O-])O.[Na+]. Given the product [OH:1][C:2]1[CH:20]=[C:19]([O:21][CH:23]2[CH2:24][CH2:25][CH2:26][CH2:27][O:22]2)[CH:18]=[CH:17][C:3]=1[C:4]([C:6]1[CH:7]=[C:8]2[C:13](=[CH:14][CH:15]=1)[O:12][C:11](=[O:16])[CH2:10][CH2:9]2)=[O:5], predict the reactants needed to synthesize it. (3) The reactants are: [CH3:1][C:2]1[C:7]([CH:8]([S:18]([C:21]2[CH:26]=[CH:25][C:24]([O:27][C:28]([F:31])([F:30])[F:29])=[CH:23][CH:22]=2)(=[O:20])=[O:19])[C:9]2[C:14]([F:15])=[CH:13][CH:12]=[C:11]([F:16])[C:10]=2[F:17])=[CH:6][N:5]=[C:4]([C:32]([NH2:34])=[O:33])[CH:3]=1.C=O.[OH-].[Na+].[C:39](OCC)(=[O:41])C. Given the product [OH:41][CH2:39][NH:34][C:32]([C:4]1[CH:3]=[C:2]([CH3:1])[C:7]([CH:8]([S:18]([C:21]2[CH:22]=[CH:23][C:24]([O:27][C:28]([F:31])([F:29])[F:30])=[CH:25][CH:26]=2)(=[O:20])=[O:19])[C:9]2[C:14]([F:15])=[CH:13][CH:12]=[C:11]([F:16])[C:10]=2[F:17])=[CH:6][N:5]=1)=[O:33], predict the reactants needed to synthesize it. (4) Given the product [C:1]([O:5][C:6]([N:8]1[CH2:13][CH2:12][N:11]([C:14]2[NH:22][C:21]3[C:20](=[O:30])[N:19]([CH2:31][C:32]([O:34][CH2:35][CH3:36])=[O:33])[C:18](=[O:37])[N:17]([CH3:38])[C:16]=3[N:15]=2)[CH2:10][CH2:9]1)=[O:7])([CH3:3])([CH3:4])[CH3:2], predict the reactants needed to synthesize it. The reactants are: [C:1]([O:5][C:6]([N:8]1[CH2:13][CH2:12][N:11]([C:14]2[N:22](CC3C=CC=CC=3)[C:21]3[C:20](=[O:30])[N:19]([CH2:31][C:32]([O:34][CH2:35][CH3:36])=[O:33])[C:18](=[O:37])[N:17]([CH3:38])[C:16]=3[N:15]=2)[CH2:10][CH2:9]1)=[O:7])([CH3:4])([CH3:3])[CH3:2]. (5) The reactants are: [CH3:1][CH2:2][C:3]1[CH2:22][N:20]2[CH2:21][C@@H:5]([CH2:6][C@:7]([C:56]([O:58][CH3:59])=[O:57])([C:23]3[CH:24]=[C:25]4[C@:33]56[C@@H:37]7[C@:38]([CH2:53][CH3:54])([C@@H:42]([O:49][C:50]([CH3:52])=[O:51])[C@:43]([OH:48])([C:44]([O:46][CH3:47])=[O:45])[C@@H:32]5[N:31]([CH3:55])[C:26]4=[CH:27][C:28]=3[O:29][CH3:30])[CH:39]=[CH:40][CH2:41][N:36]7[CH2:35][CH2:34]6)[C:8]3[NH:16][C:15]4[CH:14]=[CH:13][C:12]([F:17])=[CH:11][C:10]=4[C:9]=3[CH2:18][CH2:19]2)[CH:4]=1.Cl.C(C[OH:66])(F)(F)F.[BH4-].[Na+]. Given the product [CH3:1][CH2:2][C@@:3]1([OH:66])[CH2:22][N:20]2[CH2:21][C@@H:5]([CH2:6][C@:7]([C:56]([O:58][CH3:59])=[O:57])([C:23]3[CH:24]=[C:25]4[C@:33]56[C@@H:37]7[C@:38]([CH2:53][CH3:54])([C@@H:42]([O:49][C:50]([CH3:52])=[O:51])[C@:43]([OH:48])([C:44]([O:46][CH3:47])=[O:45])[C@@H:32]5[N:31]([CH3:55])[C:26]4=[CH:27][C:28]=3[O:29][CH3:30])[CH:39]=[CH:40][CH2:41][N:36]7[CH2:35][CH2:34]6)[C:8]3[NH:16][C:15]4[CH:14]=[CH:13][C:12]([F:17])=[CH:11][C:10]=4[C:9]=3[CH2:18][CH2:19]2)[CH2:4]1, predict the reactants needed to synthesize it. (6) Given the product [CH:24]1([N:19]2[CH2:18][CH2:17][C:16]3[CH:22]=[CH:23][C:13]([CH2:12][C:9]4[N:10]=[CH:11][C:6]([C:4]([NH:3][CH2:1][CH3:2])=[O:5])=[N:7][CH:8]=4)=[CH:14][C:15]=3[CH2:21][CH2:20]2)[CH2:27][CH2:26][CH2:25]1, predict the reactants needed to synthesize it. The reactants are: [CH2:1]([NH:3][C:4]([C:6]1[CH:11]=[N:10][C:9]([CH2:12][C:13]2[CH:23]=[CH:22][C:16]3[CH2:17][CH2:18][NH:19][CH2:20][CH2:21][C:15]=3[CH:14]=2)=[CH:8][N:7]=1)=[O:5])[CH3:2].[C:24]1(=O)[CH2:27][CH2:26][CH2:25]1.C(O[BH-](OC(=O)C)OC(=O)C)(=O)C.[Na+].